From a dataset of Reaction yield outcomes from USPTO patents with 853,638 reactions. Predict the reaction yield, written as a fraction of the theoretical maximum amount of product (1.0 means a 100% yield; for example, 0.34 means a 34% yield). (1) The reactants are [C:1]1([S:11]([C:14]2[C:22]3[C:17](=[CH:18][CH:19]=[C:20]([O:23][CH:24]4[CH2:28][CH2:27][NH:26][CH2:25]4)[CH:21]=3)[NH:16][N:15]=2)(=[O:13])=[O:12])[C:10]2[C:5](=[CH:6][CH:7]=[CH:8][CH:9]=2)[CH:4]=[CH:3][CH:2]=1.[CH:29](=O)[CH2:30][CH2:31][CH3:32].C(O)(=O)C.C(O[BH-](OC(=O)C)OC(=O)C)(=O)C.[Na+].[OH-].[Na+]. The catalyst is ClCCCl.C(Cl)(Cl)Cl. The product is [CH2:29]([N:26]1[CH2:27][CH2:28][CH:24]([O:23][C:20]2[CH:21]=[C:22]3[C:17](=[CH:18][CH:19]=2)[NH:16][N:15]=[C:14]3[S:11]([C:1]2[C:10]3[C:5](=[CH:6][CH:7]=[CH:8][CH:9]=3)[CH:4]=[CH:3][CH:2]=2)(=[O:12])=[O:13])[CH2:25]1)[CH2:30][CH2:31][CH3:32]. The yield is 0.498. (2) The reactants are [Br:1][C:2]1[CH:11]=[CH:10][C:5]([CH2:6][N:7]=[N+]=[N-])=[CH:4][CH:3]=1.C1(P(C2C=CC=CC=2)C2C=CC=CC=2)C=CC=CC=1. The catalyst is CO. The product is [Br:1][C:2]1[CH:11]=[CH:10][C:5]([CH2:6][NH2:7])=[CH:4][CH:3]=1. The yield is 0.630. (3) The reactants are [CH3:1][C:2]1[CH:11]=[C:10]([N:12]2[CH2:16][CH2:15][CH2:14][CH2:13]2)[C:9]2[C:4](=[CH:5][C:6]([C:17]([NH2:19])=[O:18])=[CH:7][CH:8]=2)[N:3]=1.I[C:21]1[CH:28]=[CH:27][C:24]([C:25]#[N:26])=[CH:23][CH:22]=1.CC1(C)C2C(=C(P(C3C=CC=CC=3)C3C=CC=CC=3)C=CC=2)OC2C(P(C3C=CC=CC=3)C3C=CC=CC=3)=CC=CC1=2.C(=O)([O-])[O-].[Cs+].[Cs+]. The catalyst is O1CCOCC1.C([O-])(=O)C.[Pd+2].C([O-])(=O)C. The product is [C:25]([C:24]1[CH:27]=[CH:28][C:21]([NH:19][C:17]([C:6]2[CH:5]=[C:4]3[C:9]([C:10]([N:12]4[CH2:13][CH2:14][CH2:15][CH2:16]4)=[CH:11][C:2]([CH3:1])=[N:3]3)=[CH:8][CH:7]=2)=[O:18])=[CH:22][CH:23]=1)#[N:26]. The yield is 0.260. (4) The reactants are [C:1]([O:7][C:8]([CH3:11])([CH3:10])[CH3:9])(=[O:6])[CH2:2][C:3]([O-:5])=O.[Mg+2].[Cl-].[Cl-].CC(C)([O-])C.[K+].[C:21]([NH:28][C@@H:29](C(O)=O)[CH3:30])([O:23][C:24]([CH3:27])([CH3:26])[CH3:25])=[O:22].Cl. The catalyst is C1COCC1.C(N1C=CN=C1)(N1C=CN=C1)=O.CCOCC. The product is [C:24]([O:23][C:21]([NH:28][C@H:29]([CH3:30])[C:3](=[O:5])[CH2:2][C:1]([O:7][C:8]([CH3:11])([CH3:10])[CH3:9])=[O:6])=[O:22])([CH3:27])([CH3:26])[CH3:25]. The yield is 0.750. (5) The reactants are [NH2:1][C:2]1[CH:10]=[CH:9][C:8]([CH3:11])=[CH:7][C:3]=1[C:4]([OH:6])=O.C1N=CN(C(N2C=NC=C2)=O)C=1.Cl.[NH2:25][CH:26]1[CH2:31][CH2:30][C:29](=[O:32])[NH:28][C:27]1=[O:33].C(=O)([O-])O.[Na+]. The catalyst is C(#N)C. The product is [NH2:1][C:2]1[CH:10]=[CH:9][C:8]([CH3:11])=[CH:7][C:3]=1[C:4]([NH:25][CH:26]1[CH2:31][CH2:30][C:29](=[O:32])[NH:28][C:27]1=[O:33])=[O:6]. The yield is 0.630. (6) The reactants are [C:1]1([C@@H:7]([CH3:10])[CH2:8][NH2:9])[CH:6]=[CH:5][CH:4]=[CH:3][CH:2]=1.C(N(CC)CC)C.CN(C1C=CC=CN=1)C.[CH:27]([S:30](Cl)(=[O:32])=[O:31])([CH3:29])[CH3:28]. The catalyst is CCCCCC.C(Cl)Cl. The product is [C:1]1([C@@H:7]([CH3:10])[CH2:8][NH:9][S:30]([CH:27]([CH3:29])[CH3:28])(=[O:32])=[O:31])[CH:6]=[CH:5][CH:4]=[CH:3][CH:2]=1. The yield is 0.901. (7) The reactants are C[O:2][C:3]([NH:5][C@H:6]([C:10]([N:12]1[CH2:16][CH2:15][CH2:14][CH:13]1[C:17]1[NH:18][C:19]([C:22]2[CH:27]=[C:26]3[CH2:28][O:29][C:30]4[CH:54]=[C:53]5[C:33]([CH:34]=[CH:35][C:36]6[N:40]=[C:39]([CH:41]7[CH2:45][CH2:44][CH2:43][N:42]7[C:46](OC(C)(C)C)=[O:47])[NH:38][C:37]=65)=[CH:32][C:31]=4[C:25]3=[CH:24][CH:23]=2)=[CH:20][N:21]=1)=[O:11])[CH:7]([CH3:9])[CH3:8])=[O:4].Cl.[CH3:56][O:57][C:58]([NH:60][C@H:61]([C:65]1[CH:70]=[CH:69][CH:68]=[CH:67][CH:66]=1)C(O)=O)=[O:59].CCOC(C(C#N)=NOC(N1CCOCC1)=[N+](C)C)=O.F[P-](F)(F)(F)(F)F.C(N(C(C)C)CC)(C)C. The catalyst is CN(C=O)C.C(OCC)(=O)C.C(O)C. The product is [CH3:56][O:57][C:58]([NH:60][CH:61]([C:65]1[CH:70]=[CH:69][CH:68]=[CH:67][CH:66]=1)[C:46]([N:42]1[CH2:43][CH2:44][CH2:45][CH:41]1[C:39]1[NH:38][C:37]2[C:53]3[C:33]([CH:34]=[CH:35][C:36]=2[N:40]=1)=[CH:32][C:31]1[C:25]2[C:26]([CH2:28][O:29][C:30]=1[CH:54]=3)=[CH:27][C:22]([C:19]1[NH:18][C:17]([CH:13]3[CH2:14][CH2:15][CH2:16][N:12]3[C:10](=[O:11])[CH:6]([NH:5][C:3](=[O:4])[OH:2])[CH:7]([CH3:8])[CH3:9])=[N:21][CH:20]=1)=[CH:23][CH:24]=2)=[O:47])=[O:59]. The yield is 0.450. (8) The reactants are [C:1]1([CH2:7][CH2:8][CH2:9][CH2:10][CH2:11][CH2:12][C:13]([C:15]2[O:16][C:17]([C:20]3[O:24][C:23]([C:25]([O:27]C)=[O:26])=[CH:22][CH:21]=3)=[CH:18][N:19]=2)=[O:14])[CH:6]=[CH:5][CH:4]=[CH:3][CH:2]=1. The catalyst is CO.C(Cl)Cl. The product is [C:1]1([CH2:7][CH2:8][CH2:9][CH2:10][CH2:11][CH2:12][C:13]([C:15]2[O:16][C:17]([C:20]3[O:24][C:23]([C:25]([OH:27])=[O:26])=[CH:22][CH:21]=3)=[CH:18][N:19]=2)=[O:14])[CH:6]=[CH:5][CH:4]=[CH:3][CH:2]=1. The yield is 0.850. (9) The reactants are Br[C:2]1[C:10]2[C:9]([NH:11][C@H:12]([C:14]3[N:19]([C:20]4[CH:25]=[CH:24][CH:23]=[CH:22][CH:21]=4)[C:18](=[O:26])[C:17]4=[C:27]([CH3:30])[CH:28]=[CH:29][N:16]4[N:15]=3)[CH3:13])=[N:8][CH:7]=[N:6][C:5]=2[N:4]([CH2:31][O:32][CH2:33][CH2:34][Si:35]([CH3:38])([CH3:37])[CH3:36])[CH:3]=1.CC1(C)C(C)(C)OB([C:47]2[CH:55]=[CH:54][CH:53]=[C:52]3[C:48]=2[CH:49]=[CH:50][NH:51]3)O1.C(=O)([O-])[O-].[Na+].[Na+]. The catalyst is Cl[Pd](Cl)([P](C1C=CC=CC=1)(C1C=CC=CC=1)C1C=CC=CC=1)[P](C1C=CC=CC=1)(C1C=CC=CC=1)C1C=CC=CC=1. The product is [NH:51]1[C:52]2[C:48](=[C:47]([C:2]3[C:10]4[C:9]([NH:11][C@H:12]([C:14]5[N:19]([C:20]6[CH:25]=[CH:24][CH:23]=[CH:22][CH:21]=6)[C:18](=[O:26])[C:17]6=[C:27]([CH3:30])[CH:28]=[CH:29][N:16]6[N:15]=5)[CH3:13])=[N:8][CH:7]=[N:6][C:5]=4[N:4]([CH2:31][O:32][CH2:33][CH2:34][Si:35]([CH3:38])([CH3:37])[CH3:36])[CH:3]=3)[CH:55]=[CH:54][CH:53]=2)[CH:49]=[CH:50]1. The yield is 0.650. (10) The reactants are [CH2:1]([Al](CC)CC)C.[CH3:8][C:9]([O:13][CH2:14][CH:15]1[CH2:19][CH:18]=[C:17]([CH3:20])[C:16]1([CH3:22])[CH3:21])([CH3:12])[CH2:10][OH:11].ICI.S(=O)(=O)(O)O.C([O-])(=O)C.[Na+].C1C=C(Cl)C=C(C(OO)=O)C=1.C(=O)(O)[O-].[Na+]. The catalyst is CCCCCC.ClCCl. The product is [CH3:12][C:9]([O:13][CH2:14][CH:15]1[CH2:19][CH:18]2[C:17]([CH3:1])([CH2:20]2)[C:16]1([CH3:22])[CH3:21])([CH3:8])[CH2:10][OH:11]. The yield is 0.280.